From a dataset of Full USPTO retrosynthesis dataset with 1.9M reactions from patents (1976-2016). Predict the reactants needed to synthesize the given product. (1) Given the product [CH3:30][O:29][C:23](=[O:28])[C:24]([C:8]1[CH:13]=[CH:12][C:11]([F:14])=[CH:10][C:9]=1[N+:15]([O-:17])=[O:16])=[C:25]([OH:26])[CH3:27], predict the reactants needed to synthesize it. The reactants are: C(=O)([O-])[O-].[K+].[K+].F[C:8]1[CH:13]=[CH:12][C:11]([F:14])=[CH:10][C:9]=1[N+:15]([O-:17])=[O:16].CN(C)C=O.[C:23]([O:29][CH3:30])(=[O:28])[CH2:24][C:25]([CH3:27])=[O:26]. (2) Given the product [CH2:2]1[O:3][C:4]2([CH2:5][CH2:6][C:7]([C:16]3[CH:17]=[CH:18][C:13]([F:12])=[CH:14][CH:15]=3)([OH:10])[CH2:8][CH2:9]2)[O:11][CH2:1]1, predict the reactants needed to synthesize it. The reactants are: [CH2:1]1[O:11][C:4]2([CH2:9][CH2:8][C:7](=[O:10])[CH2:6][CH2:5]2)[O:3][CH2:2]1.[F:12][C:13]1[CH:18]=[CH:17][C:16]([Mg]Br)=[CH:15][CH:14]=1.[NH4+].[Cl-]. (3) Given the product [C:17]([O:16][C:14]([NH:9][C:8]1[CH:10]=[C:4]([Cl:3])[CH:5]=[CH:6][C:7]=1[N+:11]([O-:13])=[O:12])=[O:15])([CH3:20])([CH3:19])[CH3:18], predict the reactants needed to synthesize it. The reactants are: [H-].[Na+].[Cl:3][C:4]1[CH:5]=[CH:6][C:7]([N+:11]([O-:13])=[O:12])=[C:8]([CH:10]=1)[NH2:9].[C:14](O[C:14]([O:16][C:17]([CH3:20])([CH3:19])[CH3:18])=[O:15])([O:16][C:17]([CH3:20])([CH3:19])[CH3:18])=[O:15]. (4) The reactants are: [CH2:1]([O:4][C:5](=[O:24])[NH:6][C:7]1[CH:12]=[CH:11][CH:10]=[C:9]([C:13](=O)[CH2:14][C:15]2[CH:20]=[CH:19][N:18]=[C:17]([Cl:21])[N:16]=2)[C:8]=1[F:23])[CH:2]=[CH2:3].C1C(=O)N(Br)C(=O)C1.[O:33]1[CH2:38][CH2:37][CH:36]([C:39](=[S:41])[NH2:40])[CH2:35][CH2:34]1.O. Given the product [CH2:1]([O:4][C:5](=[O:24])[NH:6][C:7]1[CH:12]=[CH:11][CH:10]=[C:9]([C:13]2[N:40]=[C:39]([CH:36]3[CH2:37][CH2:38][O:33][CH2:34][CH2:35]3)[S:41][C:14]=2[C:15]2[CH:20]=[CH:19][N:18]=[C:17]([Cl:21])[N:16]=2)[C:8]=1[F:23])[CH:2]=[CH2:3], predict the reactants needed to synthesize it. (5) The reactants are: [CH3:1][O:2][C:3](=[O:18])[CH2:4][CH:5]1[CH2:10][CH2:9][CH:8]([C:11]2[CH:16]=[CH:15][C:14]([SH:17])=[CH:13][CH:12]=2)[CH2:7][CH2:6]1.CCOCC.O.Cl[CH2:26][C:27]1[S:31][C:30]([C:32]2[CH:37]=[CH:36][C:35]([C:38]([F:41])([F:40])[F:39])=[CH:34][CH:33]=2)=[N:29][C:28]=1[CH3:42].[Cl-]. Given the product [CH3:1][O:2][C:3](=[O:18])[CH2:4][CH:5]1[CH2:6][CH2:7][CH:8]([C:11]2[CH:12]=[CH:13][C:14]([S:17][CH2:26][C:27]3[S:31][C:30]([C:32]4[CH:33]=[CH:34][C:35]([C:38]([F:41])([F:39])[F:40])=[CH:36][CH:37]=4)=[N:29][C:28]=3[CH3:42])=[CH:15][CH:16]=2)[CH2:9][CH2:10]1, predict the reactants needed to synthesize it. (6) The reactants are: C[O:2][C:3](=[O:29])[CH2:4][CH2:5][C:6]1[C:7](=[O:28])[N:8]([NH:13][C:14]([C:16]2[CH:17]=[N:18][C:19]([C:22]3[CH:27]=[CH:26][CH:25]=[CH:24][CH:23]=3)=[N:20][CH:21]=2)=[O:15])[C:9](=[O:12])[NH:10][CH:11]=1.[Li+].[OH-]. Given the product [O:12]=[C:9]1[N:8]([NH:13][C:14]([C:16]2[CH:21]=[N:20][C:19]([C:22]3[CH:27]=[CH:26][CH:25]=[CH:24][CH:23]=3)=[N:18][CH:17]=2)=[O:15])[C:7](=[O:28])[C:6]([CH2:5][CH2:4][C:3]([OH:29])=[O:2])=[CH:11][NH:10]1, predict the reactants needed to synthesize it. (7) Given the product [Br:1][C:2]1[CH:7]=[CH:6][C:5]([C:8](=[O:10])[CH3:9])=[CH:4][C:3]=1[CH2:11][Cl:24], predict the reactants needed to synthesize it. The reactants are: [Br:1][C:2]1[CH:7]=[CH:6][C:5]([C:8](=[O:10])[CH3:9])=[CH:4][C:3]=1[CH2:11]O.C(N(CC)CC)C.CS([Cl:24])(=O)=O.[Cl-].[Li+]. (8) The reactants are: [CH2:1]([CH:8]([C:23](OC)=[O:24])[CH2:9][C@@H:10]([C:19](OC)=[O:20])[NH:11][C:12]([O:14][C:15]([CH3:18])([CH3:17])[CH3:16])=[O:13])[C:2]1[CH:7]=[CH:6][CH:5]=[CH:4][CH:3]=1.[Cl-].[Ca+2].[Cl-].[BH4-].[Na+]. Given the product [CH2:1]([CH:8]([CH2:23][OH:24])[CH2:9][C@H:10]([NH:11][C:12](=[O:13])[O:14][C:15]([CH3:16])([CH3:17])[CH3:18])[CH2:19][OH:20])[C:2]1[CH:3]=[CH:4][CH:5]=[CH:6][CH:7]=1, predict the reactants needed to synthesize it.